Dataset: Reaction yield outcomes from USPTO patents with 853,638 reactions. Task: Predict the reaction yield, written as a fraction of the theoretical maximum amount of product (1.0 means a 100% yield; for example, 0.34 means a 34% yield). (1) The catalyst is N1C=CC=CC=1. The product is [Br:11][C:8]1[CH:9]=[CH:10][C:5]([NH:2][NH2:3])=[N:6][CH:7]=1. The yield is 0.960. The reactants are O.[NH2:2][NH2:3].Br[C:5]1[CH:10]=[CH:9][C:8]([Br:11])=[CH:7][N:6]=1. (2) The reactants are [O:1]1[CH:5]=[C:4]([C:6]([OH:8])=O)[N:3]=[CH:2]1.CN(C(ON1N=NC2C=CC=CC1=2)=[N+](C)C)C.F[P-](F)(F)(F)(F)F.[CH:33]1[C:41]2[N:40]3[C:42]([C@@H:45]4[C@H:49]([CH3:50])[CH2:48][C@H:47]([NH:51][CH3:52])[CH2:46]4)=[CH:43][N:44]=[C:39]3[CH:38]=[N:37][C:36]=2[NH:35][CH:34]=1. The catalyst is CN(C=O)C. The product is [CH:33]1[C:41]2[N:40]3[C:42]([C@@H:45]4[C@H:49]([CH3:50])[CH2:48][C@H:47]([N:51]([CH3:52])[C:6]([C:4]5[N:3]=[CH:2][O:1][CH:5]=5)=[O:8])[CH2:46]4)=[CH:43][N:44]=[C:39]3[CH:38]=[N:37][C:36]=2[NH:35][CH:34]=1. The yield is 0.200. (3) The reactants are [Cl:1][C:2]1[C:10]2[C:5](=[CH:6][CH:7]=[C:8]([C:11]([O:13][CH3:14])=[O:12])[CH:9]=2)[NH:4][CH:3]=1.[CH3:15][C:16]([O:19][C:20](O[C:20]([O:19][C:16]([CH3:18])([CH3:17])[CH3:15])=[O:21])=[O:21])([CH3:18])[CH3:17]. The catalyst is CO.CN(C1C=CN=CC=1)C. The product is [Cl:1][C:2]1[C:10]2[C:5](=[CH:6][CH:7]=[C:8]([C:11]([O:13][CH3:14])=[O:12])[CH:9]=2)[N:4]([C:20]([O:19][C:16]([CH3:18])([CH3:17])[CH3:15])=[O:21])[CH:3]=1. The yield is 0.760. (4) The reactants are [BH4-].[Li+].[O:3]=[S:4]1(=[O:38])[C:8]([C:9]2[CH:36]=[CH:35][C:12]([CH2:13][O:14][CH2:15][C:16]3[CH:34]=[CH:33][C:19]([O:20][C:21]4[CH:30]=[CH:29][CH:28]=[C:27]([O:31][CH3:32])[C:22]=4[C:23]([O:25][CH3:26])=[O:24])=[CH:18][CH:17]=3)=[CH:11][CH:10]=2)=[CH:7][C:6](=[O:37])[NH:5]1. The catalyst is O1CCCC1. The product is [O:3]=[S:4]1(=[O:38])[CH:8]([C:9]2[CH:36]=[CH:35][C:12]([CH2:13][O:14][CH2:15][C:16]3[CH:34]=[CH:33][C:19]([O:20][C:21]4[CH:30]=[CH:29][CH:28]=[C:27]([O:31][CH3:32])[C:22]=4[C:23]([O:25][CH3:26])=[O:24])=[CH:18][CH:17]=3)=[CH:11][CH:10]=2)[CH2:7][C:6](=[O:37])[NH:5]1. The yield is 0.870. (5) The reactants are [CH3:1][C:2]1[C:12]([O:13][CH3:14])=[CH:11][C:5]2[NH:6][C:7](=[O:10])[CH2:8][O:9][C:4]=2[CH:3]=1.[H-].[Na+].Br[CH2:18][C:19]([O:21]CC)=[O:20].[OH-].[Na+]. The catalyst is CN(C=O)C.C1COCC1.O. The product is [CH3:1][C:2]1[C:12]([O:13][CH3:14])=[CH:11][C:5]2[N:6]([CH2:18][C:19]([OH:21])=[O:20])[C:7](=[O:10])[CH2:8][O:9][C:4]=2[CH:3]=1. The yield is 0.850. (6) The reactants are [CH:1]1[C:7]([NH2:8])=[N:6][C:4](=[O:5])[N:3]([C@@H:9]2[O:13][C@H:12]([CH2:14][OH:15])[C@@H:11]([OH:16])[C@@H:10]2[OH:17])[CH:2]=1.[ClH:18]. The catalyst is CO. The product is [CH:1]1[C:7]([NH2:8])=[N:6][C:4](=[O:5])[N:3]([C@@H:9]2[O:13][C@H:12]([CH2:14][OH:15])[C@@H:11]([OH:16])[C@@H:10]2[OH:17])[CH:2]=1.[ClH:18]. The yield is 0.899. (7) The reactants are [NH2:1][C:2]1[CH:3]=[C:4]([C:8]2[CH:16]=[CH:15][C:14]([C:17]([NH2:19])=[O:18])=[C:13]3[C:9]=2[CH:10]=[C:11](/[CH:28]=[CH:29]/[O:30][CH2:31][CH3:32])[N:12]3[CH2:20][O:21][CH2:22][CH2:23][Si:24]([CH3:27])([CH3:26])[CH3:25])[CH:5]=[CH:6][CH:7]=1. The catalyst is CO.[Pd]. The product is [NH2:1][C:2]1[CH:3]=[C:4]([C:8]2[CH:16]=[CH:15][C:14]([C:17]([NH2:19])=[O:18])=[C:13]3[C:9]=2[CH:10]=[C:11]([CH2:28][CH2:29][O:30][CH2:31][CH3:32])[N:12]3[CH2:20][O:21][CH2:22][CH2:23][Si:24]([CH3:25])([CH3:26])[CH3:27])[CH:5]=[CH:6][CH:7]=1. The yield is 0.750.